Dataset: Peptide-MHC class I binding affinity with 185,985 pairs from IEDB/IMGT. Task: Regression. Given a peptide amino acid sequence and an MHC pseudo amino acid sequence, predict their binding affinity value. This is MHC class I binding data. The peptide sequence is RQRHYFDSA. The MHC is HLA-A02:19 with pseudo-sequence HLA-A02:19. The binding affinity (normalized) is 0.0847.